This data is from Reaction yield outcomes from USPTO patents with 853,638 reactions. The task is: Predict the reaction yield, written as a fraction of the theoretical maximum amount of product (1.0 means a 100% yield; for example, 0.34 means a 34% yield). (1) The yield is 0.170. The reactants are [F:1][C:2]1[CH:3]=[CH:4][C:5]([OH:28])=[C:6]([C:8]2[CH:13]=[CH:12][CH:11]=[C:10]([S:14]([NH:17][C:18]3[CH:26]=[CH:25][C:21]([C:22]([OH:24])=[O:23])=[C:20]([OH:27])[CH:19]=3)(=[O:16])=[O:15])[CH:9]=2)[CH:7]=1.[CH2:29]([O:31][CH2:32][CH:33](O)[CH2:34][O:35][CH2:36][CH3:37])[CH3:30]. The product is [F:1][C:2]1[CH:3]=[CH:4][C:5]([OH:28])=[C:6]([C:8]2[CH:13]=[CH:12][CH:11]=[C:10]([S:14]([NH:17][C:18]3[CH:26]=[CH:25][C:21]([C:22]([O:24][CH:33]([CH2:34][O:35][CH2:36][CH3:37])[CH2:32][O:31][CH2:29][CH3:30])=[O:23])=[C:20]([OH:27])[CH:19]=3)(=[O:15])=[O:16])[CH:9]=2)[CH:7]=1. No catalyst specified. (2) The reactants are [ClH:1].[NH2:2][C:3]1([C:9]([OH:11])=[O:10])[CH2:8][CH2:7][O:6][CH2:5][CH2:4]1.[Si](C=[N+]=[N-])(C)(C)[CH3:13].[OH2:19].[C:20]1([S:26]([N:29]2[CH2:34][CH2:33][O:32][C:31]3[N:35]=[CH:36][C:37]([C:39](N4CCCCC4)=[O:40])=[CH:38][C:30]2=3)(=O)=[O:27])[CH:25]=[CH:24]C=[CH:22][CH:21]=1.[CH2:47]([Cl:49])Cl. The catalyst is CCOCC.C([O-])(O)=O.[Na+]. The product is [Cl:1][C:24]1[CH:25]=[C:20]([S:26]([N:29]2[CH2:34][CH2:33][O:32][C:31]3[N:35]=[CH:36][C:37]([C:39]([NH:2][C:3]4([C:9]([O:11][CH3:13])=[O:10])[CH2:8][CH2:7][O:6][CH2:5][CH2:4]4)=[O:40])=[CH:38][C:30]2=3)(=[O:27])=[O:19])[CH:21]=[CH:22][C:47]=1[Cl:49]. The yield is 0.333. (3) The reactants are [C:1]([CH2:7][C:8]#[N:9])(=[O:6])[C:2]([CH3:5])([CH3:4])[CH3:3].[Br:10]N1C(=O)CCC1=O. The catalyst is C(Cl)(Cl)(Cl)Cl. The product is [Br:10][CH:7]([C:1](=[O:6])[C:2]([CH3:5])([CH3:4])[CH3:3])[C:8]#[N:9]. The yield is 0.879. (4) The reactants are Cl[C:2]1[N:7]=[C:6]([NH:8][CH2:9][C:10]2[CH:15]=[CH:14][CH:13]=[CH:12][N:11]=2)[C:5]([F:16])=[CH:4][N:3]=1.[NH2:17][C:18]1[CH:19]=[C:20]2[C:24](=[CH:25][CH:26]=1)[NH:23][N:22]=[CH:21]2. The catalyst is CO. The product is [F:16][C:5]1[C:6]([NH:8][CH2:9][C:10]2[CH:15]=[CH:14][CH:13]=[CH:12][N:11]=2)=[N:7][C:2]([NH:17][C:18]2[CH:19]=[C:20]3[C:24](=[CH:25][CH:26]=2)[NH:23][N:22]=[CH:21]3)=[N:3][CH:4]=1. The yield is 0.210. (5) The reactants are [NH2:1][C:2]1[N:10]=[CH:9][N:8]=[C:7]2[C:3]=1[N:4]=[CH:5][N:6]2[C@H:11]1[C@@H:15]2[O:16][C:17]([CH3:20])([CH3:19])[O:18][C@@H:14]2[C@@H:13]([CH2:21][N:22]([CH:31]([CH3:33])[CH3:32])[C:23](=[O:30])[CH2:24][CH2:25][CH2:26][C:27](O)=[O:28])[O:12]1.CCN=C=NCCCN(C)C.C1C=CC2N(O)N=NC=2C=1.[C:55]([C:59]1[CH:60]=[C:61]([NH2:66])[C:62]([NH2:65])=[CH:63][CH:64]=1)([CH3:58])([CH3:57])[CH3:56]. The catalyst is C(Cl)Cl. The product is [NH2:66][C:61]1[CH:60]=[C:59]([C:55]([CH3:57])([CH3:56])[CH3:58])[CH:64]=[CH:63][C:62]=1[NH:65][C:27](=[O:28])[CH2:26][CH2:25][CH2:24][C:23]([N:22]([CH2:21][C@@H:13]1[C@@H:14]2[C@@H:15]([O:16][C:17]([CH3:20])([CH3:19])[O:18]2)[C@H:11]([N:6]2[CH:5]=[N:4][C:3]3[C:7]2=[N:8][CH:9]=[N:10][C:2]=3[NH2:1])[O:12]1)[CH:31]([CH3:32])[CH3:33])=[O:30]. The yield is 0.590. (6) The reactants are [CH:1]1([N:7]=[C:8]=[O:9])[CH2:6][CH2:5][CH2:4][CH2:3][CH2:2]1.CCN(CC)CC.CO[C:19]1[CH:20]=[C:21]([C:25]2[O:29][C:28]([CH3:30])=[C:27]([C:31]([NH2:33])=[O:32])[CH:26]=2)[CH:22]=[CH:23][CH:24]=1.C1C[O:37]CC1. No catalyst specified. The product is [C:31]([C:27]1[CH:26]=[C:25]([C:21]2[CH:22]=[C:23]([O:9][C:8](=[O:37])[NH:7][CH:1]3[CH2:6][CH2:5][CH2:4][CH2:3][CH2:2]3)[CH:24]=[CH:19][CH:20]=2)[O:29][C:28]=1[CH3:30])(=[O:32])[NH2:33]. The yield is 0.340. (7) The reactants are [F:1][C:2]1[CH:3]=[C:4]([CH:43]=[CH:44][CH:45]=1)[CH2:5][N:6]1[CH:10]=[C:9]([C:11]2[C:19]3[C:14](=[N:15][CH:16]=[C:17]([C:20]4[CH:21]=[C:22]([NH:28][S:29]([CH3:32])(=[O:31])=[O:30])[C:23]([O:26][CH3:27])=[N:24][CH:25]=4)[CH:18]=3)[N:13](S(C3C=CC(C)=CC=3)(=O)=O)[CH:12]=2)[CH:8]=[N:7]1.[OH-].[Li+]. The catalyst is C1COCC1.CO.O. The product is [F:1][C:2]1[CH:3]=[C:4]([CH:43]=[CH:44][CH:45]=1)[CH2:5][N:6]1[CH:10]=[C:9]([C:11]2[C:19]3[C:14](=[N:15][CH:16]=[C:17]([C:20]4[CH:21]=[C:22]([NH:28][S:29]([CH3:32])(=[O:30])=[O:31])[C:23]([O:26][CH3:27])=[N:24][CH:25]=4)[CH:18]=3)[NH:13][CH:12]=2)[CH:8]=[N:7]1. The yield is 0.318.